Dataset: Reaction yield outcomes from USPTO patents with 853,638 reactions. Task: Predict the reaction yield, written as a fraction of the theoretical maximum amount of product (1.0 means a 100% yield; for example, 0.34 means a 34% yield). The reactants are [CH3:1][N:2]1[C:7]2[CH:8]=[CH:9][C:10]([S:12]([N:15]3[C:23]4[C:18](=[C:19]([N:24]5[CH2:29][CH2:28][N:27](C(OC(C)(C)C)=O)[CH2:26][CH2:25]5)[CH:20]=[CH:21][CH:22]=4)[CH:17]=[CH:16]3)(=[O:14])=[O:13])=[CH:11][C:6]=2[O:5][CH2:4][CH2:3]1.C(#N)C.I[Si](C)(C)C. No catalyst specified. The product is [CH3:1][N:2]1[C:7]2[CH:8]=[CH:9][C:10]([S:12]([N:15]3[C:23]4[C:18](=[C:19]([N:24]5[CH2:29][CH2:28][NH:27][CH2:26][CH2:25]5)[CH:20]=[CH:21][CH:22]=4)[CH:17]=[CH:16]3)(=[O:14])=[O:13])=[CH:11][C:6]=2[O:5][CH2:4][CH2:3]1. The yield is 0.440.